From a dataset of Forward reaction prediction with 1.9M reactions from USPTO patents (1976-2016). Predict the product of the given reaction. (1) Given the reactants [NH2:1][C:2]1[CH:3]=[C:4]([C:11]([OH:13])=[O:12])[CH:5]=[C:6]([CH:10]=1)[C:7]([OH:9])=[O:8].O1CCOCC1.[C:20]([O:24][C:25](O[C:25]([O:24][C:20]([CH3:23])([CH3:22])[CH3:21])=[O:26])=[O:26])([CH3:23])([CH3:22])[CH3:21].C(O)(=O)CC(CC(O)=O)(C(O)=O)O, predict the reaction product. The product is: [C:20]([O:24][C:25]([NH:1][C:2]1[CH:3]=[C:4]([C:11]([OH:13])=[O:12])[CH:5]=[C:6]([CH:10]=1)[C:7]([OH:9])=[O:8])=[O:26])([CH3:23])([CH3:22])[CH3:21]. (2) Given the reactants [CH3:1][C:2]1[N:7]=[C:6]([SH:8])[N:5]=[C:4]([OH:9])[CH:3]=1.C(=O)([O-])[O-].[K+].[K+].Br[CH2:17][C:18]1[N:19]=[CH:20][S:21][CH:22]=1, predict the reaction product. The product is: [CH3:1][C:2]1[N:7]=[C:6]([S:8][CH2:17][C:18]2[N:19]=[CH:20][S:21][CH:22]=2)[N:5]=[C:4]([OH:9])[CH:3]=1. (3) Given the reactants [Cl:1][C:2]1[CH:7]=[CH:6][C:5]([S:8]([CH:11]2[CH2:16][CH2:15][CH:14]([C:17]([N:19]([CH3:42])[C:20]3[CH:40]=[CH:39][C:23]([CH2:24][N:25]4[CH2:30][CH2:29][N:28](C(OC(C)(C)C)=O)[C@@H:27]([CH3:38])[CH2:26]4)=[C:22]([CH3:41])[CH:21]=3)=[O:18])[CH2:13][CH2:12]2)(=[O:10])=[O:9])=[CH:4][CH:3]=1, predict the reaction product. The product is: [Cl:1][C:2]1[CH:7]=[CH:6][C:5]([S:8]([CH:11]2[CH2:16][CH2:15][CH:14]([C:17]([N:19]([CH3:42])[C:20]3[CH:40]=[CH:39][C:23]([CH2:24][N:25]4[CH2:30][CH2:29][NH:28][C@@H:27]([CH3:38])[CH2:26]4)=[C:22]([CH3:41])[CH:21]=3)=[O:18])[CH2:13][CH2:12]2)(=[O:10])=[O:9])=[CH:4][CH:3]=1. (4) Given the reactants [CH2:1]([CH:3]([O:6][C:7]1[C:16]2[NH:15][C:14](=[O:17])[CH2:13][N:12]([C:18]3[C:23]([CH3:24])=[CH:22][C:21]([CH3:25])=[CH:20][C:19]=3[CH3:26])[C:11]=2[N:10]=[C:9]([CH3:27])[CH:8]=1)[CH2:4][CH3:5])[CH3:2].[CH2:28]1COCC1, predict the reaction product. The product is: [CH2:1]([CH:3]([O:6][C:7]1[C:16]2[N:15]([CH3:28])[C:14](=[O:17])[CH2:13][N:12]([C:18]3[C:23]([CH3:24])=[CH:22][C:21]([CH3:25])=[CH:20][C:19]=3[CH3:26])[C:11]=2[N:10]=[C:9]([CH3:27])[CH:8]=1)[CH2:4][CH3:5])[CH3:2]. (5) Given the reactants F[C:2]1[CH:9]=[C:8]([N:10]2[C:18]3[CH2:17][C:16]([CH3:20])([CH3:19])[CH2:15][C:14](=[O:21])[C:13]=3[C:12]([CH3:22])=[N:11]2)[CH:7]=[C:6]([F:23])[C:3]=1[C:4]#[N:5].Cl.[OH:25][C@H:26]1[CH2:30][CH2:29][CH2:28][C@@H:27]1[NH2:31].C(N(C(C)C)CC)(C)C, predict the reaction product. The product is: [F:23][C:6]1[CH:7]=[C:8]([N:10]2[C:18]3[CH2:17][C:16]([CH3:19])([CH3:20])[CH2:15][C:14](=[O:21])[C:13]=3[C:12]([CH3:22])=[N:11]2)[CH:9]=[C:2]([NH:31][C@H:27]2[CH2:28][CH2:29][CH2:30][C@@H:26]2[OH:25])[C:3]=1[C:4]#[N:5]. (6) Given the reactants [C:1]12([C:11]3[CH:12]=[C:13]([C:18]4[CH:19]=[C:20]([CH2:26][CH:27]5[S:31][C:30](=S)[NH:29][C:28]5=[O:33])[CH:21]=[N:22][C:23]=4[O:24][CH3:25])[CH:14]=[CH:15][C:16]=3[OH:17])[CH2:10][CH:5]3[CH2:6][CH:7]([CH2:9][CH:3]([CH2:4]3)[CH2:2]1)[CH2:8]2.[NH:34]1[CH2:39][CH2:38][O:37][CH2:36][CH2:35]1, predict the reaction product. The product is: [C:1]12([C:11]3[CH:12]=[C:13]([C:18]4[CH:19]=[C:20]([CH2:26][CH:27]5[S:31][C:30]([N:34]6[CH2:39][CH2:38][O:37][CH2:36][CH2:35]6)=[N:29][C:28]5=[O:33])[CH:21]=[N:22][C:23]=4[O:24][CH3:25])[CH:14]=[CH:15][C:16]=3[OH:17])[CH2:10][CH:5]3[CH2:4][CH:3]([CH2:9][CH:7]([CH2:6]3)[CH2:8]1)[CH2:2]2. (7) Given the reactants [NH2:1][C:2]1[CH:10]=[CH:9][CH:8]=[C:7]2[C:3]=1[C:4](=[O:20])[N:5]([CH:12]1[CH2:17][CH2:16][C:15](=[O:18])[NH:14][C:13]1=[O:19])[C:6]2=[O:11].[C:21]1([CH3:30])[CH:26]=[CH:25][CH:24]=[C:23]([C:27](Cl)=[O:28])[CH:22]=1.CO, predict the reaction product. The product is: [O:19]=[C:13]1[CH:12]([N:5]2[C:4](=[O:20])[C:3]3[C:7](=[CH:8][CH:9]=[CH:10][C:2]=3[NH:1][C:27](=[O:28])[C:23]3[CH:24]=[CH:25][CH:26]=[C:21]([CH3:30])[CH:22]=3)[C:6]2=[O:11])[CH2:17][CH2:16][C:15](=[O:18])[NH:14]1.